From a dataset of Full USPTO retrosynthesis dataset with 1.9M reactions from patents (1976-2016). Predict the reactants needed to synthesize the given product. (1) Given the product [CH:19]([O:18][C:6]1[CH:5]=[C:4]([CH:9]=[C:8]([O:10][CH2:11][CH2:12][C:13]2[CH:17]=[CH:16][S:15][CH:14]=2)[CH:7]=1)[C:3]([OH:22])=[O:2])([CH3:21])[CH3:20], predict the reactants needed to synthesize it. The reactants are: C[O:2][C:3](=[O:22])[C:4]1[CH:9]=[C:8]([O:10][CH2:11][CH2:12][C:13]2[CH:17]=[CH:16][S:15][CH:14]=2)[CH:7]=[C:6]([O:18][CH:19]([CH3:21])[CH3:20])[CH:5]=1.CCO.O.[OH-].[Na+]. (2) Given the product [Cl:1][C:2]1[CH:7]=[CH:6][C:5]([C:8]([F:11])([F:10])[F:9])=[CH:4][C:3]=1[C:17]#[C:16][C:15]([CH2:19][F:20])([OH:18])[CH2:14][F:13], predict the reactants needed to synthesize it. The reactants are: [Cl:1][C:2]1[CH:7]=[CH:6][C:5]([C:8]([F:11])([F:10])[F:9])=[CH:4][C:3]=1I.[F:13][CH2:14][C:15]([CH2:19][F:20])([OH:18])[C:16]#[CH:17].C(N(CC)CC)C.Cl. (3) The reactants are: Br[C:2]1[CH:3]=[C:4]([F:15])[CH:5]=[C:6]2[C:10]=1[NH:9][C:8]([C:11]([NH2:13])=[O:12])=[C:7]2[CH3:14].[F:16][C:17]1[CH:22]=[CH:21][C:20](B(O)O)=[CH:19][CH:18]=1. Given the product [F:15][C:4]1[CH:5]=[C:6]2[C:10](=[C:2]([C:20]3[CH:21]=[CH:22][C:17]([F:16])=[CH:18][CH:19]=3)[CH:3]=1)[NH:9][C:8]([C:11]([NH2:13])=[O:12])=[C:7]2[CH3:14], predict the reactants needed to synthesize it. (4) Given the product [Cl:1][C:2]1[C:3]([CH3:47])=[C:4]([C:18]2[C:26]3[C:25]([O:27][C@H:28]([CH2:34][C:35]4[CH:40]=[CH:39][C:38]([F:41])=[CH:37][C:36]=4[O:42][CH2:43][O:44][CH3:45])[C:29]([O:31][CH2:32][CH3:33])=[O:30])=[N:24][CH:23]=[N:22][C:21]=3[S:20][C:19]=2[C:52]2[O:53][C:49]([F:48])=[CH:50][CH:51]=2)[CH:5]=[CH:6][C:7]=1[O:8][CH2:9][CH2:10][N:11]1[CH2:16][CH2:15][N:14]([CH3:17])[CH2:13][CH2:12]1, predict the reactants needed to synthesize it. The reactants are: [Cl:1][C:2]1[C:3]([CH3:47])=[C:4]([C:18]2[C:26]3[C:25]([O:27][C@H:28]([CH2:34][C:35]4[CH:40]=[CH:39][C:38]([F:41])=[CH:37][C:36]=4[O:42][CH2:43][O:44][CH3:45])[C:29]([O:31][CH2:32][CH3:33])=[O:30])=[N:24][CH:23]=[N:22][C:21]=3[S:20][C:19]=2I)[CH:5]=[CH:6][C:7]=1[O:8][CH2:9][CH2:10][N:11]1[CH2:16][CH2:15][N:14]([CH3:17])[CH2:13][CH2:12]1.[F:48][C:49]1[O:53][C:52](B2OC(C)(C)C(C)(C)O2)=[CH:51][CH:50]=1.C(=O)([O-])[O-].[Cs+].[Cs+]. (5) Given the product [CH3:41][CH:9]([CH3:8])[CH2:10][CH2:11][NH:12][C:13]([N:15]1[C:23]2[C:18](=[CH:19][C:20]([O:24][C:25]3[CH:30]=[CH:29][N:28]=[C:27]([NH:31][C:32]([N:5]4[CH2:6][CH2:7][CH:2]([OH:1])[CH2:3][CH2:4]4)=[O:40])[CH:26]=3)=[CH:21][CH:22]=2)[CH:17]=[CH:16]1)=[O:14], predict the reactants needed to synthesize it. The reactants are: [OH:1][CH:2]1[CH2:7][CH2:6][NH:5][CH2:4][CH2:3]1.[CH3:8][CH:9]([CH3:41])[CH2:10][CH2:11][NH:12][C:13]([N:15]1[C:23]2[C:18](=[CH:19][C:20]([O:24][C:25]3[CH:30]=[CH:29][N:28]=[C:27]([NH:31][C:32](=[O:40])OC4C=CC=CC=4)[CH:26]=3)=[CH:21][CH:22]=2)[CH:17]=[CH:16]1)=[O:14].CC(C)CCNC(N1C2C(=CC(OC3C=CN=C(NC(N4CCC(N5CCCC5)CC4)=O)C=3)=CC=2)C=C1)=O. (6) Given the product [I:1][C:2]1[CH:3]=[C:4]2[C:8](=[CH:9][CH:10]=1)[NH:7][C:6](=[O:11])[C:5]2=[N:37][NH:36][C:34]([C:33]1[CH:32]=[CH:31][C:30]([NH:29][C:27](=[O:28])[CH2:26][CH2:25][CH2:24][CH2:23][C:22]([O:21][CH3:20])=[O:47])=[CH:46][CH:45]=1)=[O:35], predict the reactants needed to synthesize it. The reactants are: [I:1][C:2]1[CH:3]=[C:4]2[C:8](=[CH:9][CH:10]=1)[NH:7][C:6](=[O:11])[C:5]2=O.C(O)(C(F)(F)F)=O.[CH3:20][O:21][C:22](=[O:47])[CH2:23][CH2:24][CH2:25][CH2:26][C:27]([NH:29][C:30]1[CH:46]=[CH:45][C:33]([C:34]([NH:36][NH:37]C(OC(C)(C)C)=O)=[O:35])=[CH:32][CH:31]=1)=[O:28]. (7) Given the product [NH2:1][C:4]1[CH:12]=[CH:11][CH:10]=[C:9]2[C:5]=1[CH2:6][CH:7]([C:13]([NH:15][C:16]1[CH:21]=[CH:20][C:19]([N:22]3[CH2:27][CH2:26][O:25][CH2:24][CH2:23]3)=[CH:18][CH:17]=1)=[O:14])[CH2:8]2, predict the reactants needed to synthesize it. The reactants are: [N+:1]([C:4]1[CH:12]=[CH:11][CH:10]=[C:9]2[C:5]=1[CH2:6][CH:7]([C:13]([NH:15][C:16]1[CH:21]=[CH:20][C:19]([N:22]3[CH2:27][CH2:26][O:25][CH2:24][CH2:23]3)=[CH:18][CH:17]=1)=[O:14])[CH2:8]2)([O-])=O.S(S([O-])=O)([O-])=O.[Na+].[Na+].